From a dataset of Reaction yield outcomes from USPTO patents with 853,638 reactions. Predict the reaction yield, written as a fraction of the theoretical maximum amount of product (1.0 means a 100% yield; for example, 0.34 means a 34% yield). (1) The reactants are [NH2:1][C:2]1[N:13]=[CH:12][C:11]([Br:14])=[CH:10][C:3]=1[C:4](N(OC)C)=[O:5].[CH3:15][O:16][C:17]1[CH:22]=[CH:21][CH:20]=[CH:19][C:18]=1[Mg]Br. The catalyst is C1COCC1. The product is [NH2:1][C:2]1[C:3]([C:4]([C:18]2[CH:19]=[CH:20][CH:21]=[CH:22][C:17]=2[O:16][CH3:15])=[O:5])=[CH:10][C:11]([Br:14])=[CH:12][N:13]=1. The yield is 0.790. (2) The product is [CH3:1][O:2][C:3]1([O:21][CH3:19])[C:4]([NH:11][C:12](=[O:18])[O:13][C:14]([CH3:17])([CH3:16])[CH3:15])=[CH:5][C:6](=[O:9])[CH:7]=[CH:8]1. The yield is 0.210. The catalyst is C(OCC)(=O)C. The reactants are [CH3:1][O:2][C:3]1[CH:8]=[CH:7][C:6]([O:9]C)=[CH:5][C:4]=1[NH:11][C:12](=[O:18])[O:13][C:14]([CH3:17])([CH3:16])[CH3:15].[C:19](O[IH]C1C=CC=CC=1[IH]OC(=O)C)(=[O:21])C.